Dataset: Forward reaction prediction with 1.9M reactions from USPTO patents (1976-2016). Task: Predict the product of the given reaction. (1) Given the reactants [Cl:1][C:2]1[CH:10]=[CH:9][C:5]([CH2:6][C:7]#[N:8])=[CH:4][CH:3]=1.[Cl:11][C:12]1[CH:13]=[C:14]([CH:17]=[CH:18][CH:19]=1)[CH:15]=O.C[O-].[Na+], predict the reaction product. The product is: [Cl:11][C:12]1[CH:13]=[C:14](/[CH:15]=[C:6](/[C:5]2[CH:9]=[CH:10][C:2]([Cl:1])=[CH:3][CH:4]=2)\[C:7]#[N:8])[CH:17]=[CH:18][CH:19]=1. (2) Given the reactants O=[C:2]1[C:7]([C:8]([O:10][CH3:11])=[O:9])=[CH:6][CH:5]=[CH:4][O:3]1.[F:12][C:13]1[CH:19]=[CH:18][C:16]([NH2:17])=[C:15]([CH3:20])[CH:14]=1.Cl.C(N=C=NCCCN(C)C)C.Cl, predict the reaction product. The product is: [F:12][C:13]1[CH:19]=[CH:18][C:16]([N:17]2[CH:4]=[CH:5][CH:6]=[C:7]([C:8]([O:10][CH3:11])=[O:9])[C:2]2=[O:3])=[C:15]([CH3:20])[CH:14]=1. (3) Given the reactants C(OC([N:8]1[CH2:13][CH2:12][CH2:11][C@@H:10]([C:14](=[O:30])[C:15]2[CH:20]=[CH:19][CH:18]=[C:17]([O:21][C:22]3[CH:27]=[CH:26][CH:25]=[CH:24][C:23]=3[CH3:28])[C:16]=2[F:29])[CH2:9]1)=O)(C)(C)C.[CH3:31][O:32][CH2:33][CH2:34][CH2:35][CH2:36][Mg]Cl, predict the reaction product. The product is: [C:23]1([CH3:28])[CH:24]=[CH:25][CH:26]=[CH:27][C:22]=1[O:21][C:17]1[C:16]([F:29])=[C:15]([C@:14]([C@@H:10]2[CH2:11][CH2:12][CH2:13][NH:8][CH2:9]2)([OH:30])[CH2:36][CH2:35][CH2:34][CH2:33][O:32][CH3:31])[CH:20]=[CH:19][CH:18]=1. (4) Given the reactants [C:1]([NH:4][NH:5][C:6]([C@:8]1([CH3:22])[CH2:12][O:11][C:10]([CH3:14])([CH3:13])[N:9]1[C:15]([O:17][C:18]([CH3:21])([CH3:20])[CH3:19])=[O:16])=O)(=O)[CH3:2].COC1C=CC(P2(=S)SP(=S)(C3C=CC(OC)=CC=3)[S:32]2)=CC=1, predict the reaction product. The product is: [CH3:13][C:10]1([CH3:14])[N:9]([C:15]([O:17][C:18]([CH3:21])([CH3:20])[CH3:19])=[O:16])[C@:8]([CH3:22])([C:6]2[S:32][C:1]([CH3:2])=[N:4][N:5]=2)[CH2:12][O:11]1. (5) The product is: [CH3:36][N:12]1[C:11]([C:3]2[CH:2]=[N:1][CH:6]=[CH:5][CH:4]=2)=[N:19][C:18]2[C:13]1=[N:14][CH:15]=[N:16][C:17]=2[N:20]1[CH2:21][CH2:22][CH:23]([N:26]2[C:30]3[CH:31]=[CH:32][CH:33]=[CH:34][C:29]=3[NH:28][C:27]2=[O:35])[CH2:24][CH2:25]1. Given the reactants [N:1]1[CH:6]=[CH:5][CH:4]=[C:3](B(O)O)[CH:2]=1.Br[C:11]1[N:12]([CH3:36])[C:13]2[C:18]([N:19]=1)=[C:17]([N:20]1[CH2:25][CH2:24][CH:23]([N:26]3[C:30]4[CH:31]=[CH:32][CH:33]=[CH:34][C:29]=4[NH:28][C:27]3=[O:35])[CH2:22][CH2:21]1)[N:16]=[CH:15][N:14]=2.P([O-])([O-])([O-])=O.[K+].[K+].[K+], predict the reaction product. (6) Given the reactants C(N(CC)CC)C.[NH2:8][C:9]1[CH:14]=[CH:13][CH:12]=[CH:11][C:10]=1[NH:15][C:16]1[CH:17]=[C:18]([CH:21]=[CH:22][CH:23]=1)[C:19]#[N:20].[C:24]([O:28][C:29]([NH:31][C@@H:32]([CH3:36])[C:33](O)=[O:34])=[O:30])([CH3:27])([CH3:26])[CH3:25].C1C=NC2N(O)N=NC=2C=1.Cl.CN(C)CCCN=C=NCC, predict the reaction product. The product is: [C:24]([O:28][C:29](=[O:30])[NH:31][C@H:32]([C:33](=[O:34])[NH:8][C:9]1[CH:14]=[CH:13][CH:12]=[CH:11][C:10]=1[NH:15][C:16]1[CH:23]=[CH:22][CH:21]=[C:18]([C:19]#[N:20])[CH:17]=1)[CH3:36])([CH3:25])([CH3:26])[CH3:27].